From a dataset of Full USPTO retrosynthesis dataset with 1.9M reactions from patents (1976-2016). Predict the reactants needed to synthesize the given product. (1) Given the product [Br:1][C:2]1[CH:7]=[CH:6][C:5]([CH:8]([NH2:12])[CH3:9])=[C:4]([Cl:11])[CH:3]=1, predict the reactants needed to synthesize it. The reactants are: [Br:1][C:2]1[CH:7]=[CH:6][C:5]([C:8](=O)[CH3:9])=[C:4]([Cl:11])[CH:3]=1.[NH3:12].[BH4-].[Na+].O. (2) Given the product [CH:29]1([CH2:34][C:35]([NH:2][CH2:3][C@@H:4]2[O:8][C:7](=[O:9])[N:6]([C:10]3[CH:23]=[CH:22][C:13]4[C:14]5[N:15]([C:24](=[O:28])[CH2:25][CH:43]6[CH2:44][CH2:45][CH2:50][CH2:49]6)[N:16]=[CH:17][C:18]=5[CH2:19][CH2:20][CH2:21][C:12]=4[CH:11]=3)[CH2:5]2)=[O:37])[CH2:30][CH2:31][CH2:32][CH2:33]1, predict the reactants needed to synthesize it. The reactants are: Cl.[NH2:2][CH2:3][C@@H:4]1[O:8][C:7](=[O:9])[N:6]([C:10]2[CH:23]=[CH:22][C:13]3[C:14]4[NH:15][N:16]=[CH:17][C:18]=4[CH2:19][CH2:20][CH2:21][C:12]=3[CH:11]=2)[CH2:5]1.[C:24]([OH:28])(C)(C)[CH3:25].[CH:29]1([CH2:34][C:35]([OH:37])=O)[CH2:33][CH2:32][CH2:31][CH2:30]1.CCN=C=N[CH2:43][CH2:44][CH2:45]N(C)C.[CH2:49](N(CC)CC)[CH3:50]. (3) Given the product [CH2:15]([O:14][C:12]([C:9]1[O:10][C:11]2[C:6]([C:7](=[O:17])[CH:8]=1)=[CH:5][C:4]([O:18][CH3:19])=[CH:3][C:2]=2[N:75]1[CH2:76][CH2:82][CH2:81][N:78]([CH3:77])[CH2:79][CH2:80]1)=[O:13])[CH3:16], predict the reactants needed to synthesize it. The reactants are: Br[C:2]1[CH:3]=[C:4]([O:18][CH3:19])[CH:5]=[C:6]2[C:11]=1[O:10][C:9]([C:12]([O:14][CH2:15][CH3:16])=[O:13])=[CH:8][C:7]2=[O:17].C1(P(C2C=CC=CC=2)C2C=CC3C(=CC=CC=3)C=2C2C3C(=CC=CC=3)C=CC=2P(C2C=CC=CC=2)C2C=CC=CC=2)C=CC=CC=1.[N+](C1C=CC([N:75]2[CH2:80][CH2:79][N:78]([C:81](=O)[CH3:82])[CH2:77][CH2:76]2)=CC=1)([O-])=O.CN1CCCNCC1.C(=O)([O-])[O-].[Cs+].[Cs+]. (4) Given the product [Cl:1][C:2]1[CH:7]=[CH:6][C:5]([S:8][C:9]2[CH:14]=[CH:13][CH:12]=[CH:11][C:10]=2[CH:15]([CH3:28])[CH2:16][C:17]([N:19]([CH3:27])[CH:20]2[CH2:21][CH2:22][N:23]([CH3:26])[CH2:24][CH2:25]2)=[O:18])=[CH:4][CH:3]=1, predict the reactants needed to synthesize it. The reactants are: [Cl:1][C:2]1[CH:7]=[CH:6][C:5]([S:8][C:9]2[CH:14]=[CH:13][CH:12]=[CH:11][C:10]=2[C:15]([CH3:28])=[CH:16][C:17]([N:19]([CH3:27])[CH:20]2[CH2:25][CH2:24][N:23]([CH3:26])[CH2:22][CH2:21]2)=[O:18])=[CH:4][CH:3]=1.Cl.C([O-])(O)=O.[Na+]. (5) Given the product [C:15]1([C:50]2[CH:55]=[CH:54][CH:53]=[CH:52][CH:51]=2)[C:16]([C:21]([N:23]2[CH2:28][C:27]([O:4][CH3:2])([O:29][CH3:30])[CH2:26][CH2:25][CH:24]2[CH2:31][N:43]2[C:39](=[O:49])[C:40]3[C:41](=[CH:45][CH:46]=[CH:47][CH:48]=3)[C:42]2=[O:44])=[O:22])=[CH:17][CH:18]=[CH:19][CH:20]=1.[C:57]1([P:56](=[O:4])([C:53]2[CH:52]=[CH:51][CH:50]=[CH:55][CH:54]=2)[C:63]2[CH:68]=[CH:67][CH:66]=[CH:65][CH:64]=2)[CH:62]=[CH:61][CH:60]=[CH:59][CH:58]=1, predict the reactants needed to synthesize it. The reactants are: C[CH:2]([O:4]C(/N=N/C(OC(C)C)=O)=O)C.[C:15]1(C2C=CC=CC=2)[CH:20]=[CH:19][CH:18]=[CH:17][C:16]=1[C:21]([N:23]1[CH:28]=[C:27]([O:29][CH3:30])[CH2:26][CH2:25][CH:24]1[CH2:31]O)=[O:22].[C:39]1(=[O:49])[NH:43][C:42](=[O:44])[C:41]2=[CH:45][CH:46]=[CH:47][CH:48]=[C:40]12.[CH:50]1[CH:55]=[CH:54][C:53]([P:56]([C:63]2[CH:68]=[CH:67][CH:66]=[CH:65][CH:64]=2)[C:57]2[CH:62]=[CH:61][CH:60]=[CH:59][CH:58]=2)=[CH:52][CH:51]=1.